Dataset: NCI-60 drug combinations with 297,098 pairs across 59 cell lines. Task: Regression. Given two drug SMILES strings and cell line genomic features, predict the synergy score measuring deviation from expected non-interaction effect. (1) Drug 2: C1=NC2=C(N1)C(=S)N=CN2. Drug 1: CC1=C2C(C(=O)C3(C(CC4C(C3C(C(C2(C)C)(CC1OC(=O)C(C(C5=CC=CC=C5)NC(=O)C6=CC=CC=C6)O)O)OC(=O)C7=CC=CC=C7)(CO4)OC(=O)C)O)C)OC(=O)C. Synergy scores: CSS=59.1, Synergy_ZIP=-4.42, Synergy_Bliss=-8.35, Synergy_Loewe=-8.69, Synergy_HSA=-4.72. Cell line: HCT116. (2) Drug 1: CCC1(CC2CC(C3=C(CCN(C2)C1)C4=CC=CC=C4N3)(C5=C(C=C6C(=C5)C78CCN9C7C(C=CC9)(C(C(C8N6C=O)(C(=O)OC)O)OC(=O)C)CC)OC)C(=O)OC)O.OS(=O)(=O)O. Drug 2: COC1=C2C(=CC3=C1OC=C3)C=CC(=O)O2. Cell line: CCRF-CEM. Synergy scores: CSS=59.0, Synergy_ZIP=1.24, Synergy_Bliss=-1.99, Synergy_Loewe=-65.0, Synergy_HSA=-4.09. (3) Drug 1: CC1=C(C=C(C=C1)NC2=NC=CC(=N2)N(C)C3=CC4=NN(C(=C4C=C3)C)C)S(=O)(=O)N.Cl. Drug 2: CN(CC1=CN=C2C(=N1)C(=NC(=N2)N)N)C3=CC=C(C=C3)C(=O)NC(CCC(=O)O)C(=O)O. Cell line: SF-539. Synergy scores: CSS=16.4, Synergy_ZIP=-5.64, Synergy_Bliss=-6.13, Synergy_Loewe=-3.26, Synergy_HSA=-2.49. (4) Drug 1: C1=NC2=C(N=C(N=C2N1C3C(C(C(O3)CO)O)O)F)N. Drug 2: C1=NC2=C(N=C(N=C2N1C3C(C(C(O3)CO)O)F)Cl)N. Cell line: HS 578T. Synergy scores: CSS=8.46, Synergy_ZIP=-0.820, Synergy_Bliss=2.01, Synergy_Loewe=-4.79, Synergy_HSA=0.103.